Dataset: Peptide-MHC class I binding affinity with 185,985 pairs from IEDB/IMGT. Task: Regression. Given a peptide amino acid sequence and an MHC pseudo amino acid sequence, predict their binding affinity value. This is MHC class I binding data. (1) The peptide sequence is WLPVKEKSI. The MHC is Mamu-A01 with pseudo-sequence Mamu-A01. The binding affinity (normalized) is 0. (2) The peptide sequence is ITLYEYDHF. The MHC is HLA-A26:01 with pseudo-sequence HLA-A26:01. The binding affinity (normalized) is 0.0847.